Dataset: hERG potassium channel inhibition data for cardiac toxicity prediction from Karim et al.. Task: Regression/Classification. Given a drug SMILES string, predict its toxicity properties. Task type varies by dataset: regression for continuous values (e.g., LD50, hERG inhibition percentage) or binary classification for toxic/non-toxic outcomes (e.g., AMES mutagenicity, cardiotoxicity, hepatotoxicity). Dataset: herg_karim. The compound is O=C(NC1CCc2cc(CCN3CCN(c4nsc5ccccc45)CC3)ccc21)C1CC1. The result is 1 (blocker).